This data is from Full USPTO retrosynthesis dataset with 1.9M reactions from patents (1976-2016). The task is: Predict the reactants needed to synthesize the given product. (1) Given the product [CH:2]([N:1]1[CH2:19][CH:18]=[CH:17][CH2:16]1)([C:3]1[CH:8]=[CH:7][CH:6]=[CH:5][CH:4]=1)[C:9]1[CH:14]=[CH:13][CH:12]=[CH:11][CH:10]=1, predict the reactants needed to synthesize it. The reactants are: [NH2:1][CH:2]([C:9]1[CH:14]=[CH:13][CH:12]=[CH:11][CH:10]=1)[C:3]1[CH:8]=[CH:7][CH:6]=[CH:5][CH:4]=1.Cl[CH2:16]/[CH:17]=[CH:18]\[CH2:19]Cl. (2) The reactants are: [Cl:1][C:2]1[CH:27]=[CH:26][C:5]([CH2:6][N:7]2[C:15](=[O:16])[C:14]3[N:13]([CH3:17])[C:12]([CH2:18][CH3:19])=[N:11][C:10]=3[N:9]([CH2:20][C:21]([O:23]C)=[O:22])[C:8]2=[O:25])=[CH:4][CH:3]=1.[OH-].[Na+]. Given the product [Cl:1][C:2]1[CH:3]=[CH:4][C:5]([CH2:6][N:7]2[C:15](=[O:16])[C:14]3[N:13]([CH3:17])[C:12]([CH2:18][CH3:19])=[N:11][C:10]=3[N:9]([CH2:20][C:21]([OH:23])=[O:22])[C:8]2=[O:25])=[CH:26][CH:27]=1, predict the reactants needed to synthesize it.